Task: Regression. Given a peptide amino acid sequence and an MHC pseudo amino acid sequence, predict their binding affinity value. This is MHC class I binding data.. Dataset: Peptide-MHC class I binding affinity with 185,985 pairs from IEDB/IMGT The peptide sequence is IQGTLAKAY. The MHC is HLA-A02:01 with pseudo-sequence HLA-A02:01. The binding affinity (normalized) is 0.0847.